Dataset: Reaction yield outcomes from USPTO patents with 853,638 reactions. Task: Predict the reaction yield, written as a fraction of the theoretical maximum amount of product (1.0 means a 100% yield; for example, 0.34 means a 34% yield). (1) The reactants are [CH3:1][C:2]1[N:3]=[C:4]([NH:7][C:8]2[CH:18]=[C:17]([O:19][C:20]3[C:29]4[C:24](=[CH:25][CH:26]=[CH:27][CH:28]=4)[CH:23]=[CH:22][CH:21]=3)[C:11]([C:12](OCC)=[O:13])=[CH:10][N:9]=2)[S:5][CH:6]=1.[H-].[Al+3].[Li+].[H-].[H-].[H-]. The catalyst is C1COCC1.CCOCC. The product is [CH3:1][C:2]1[N:3]=[C:4]([NH:7][C:8]2[N:9]=[CH:10][C:11]([CH2:12][OH:13])=[C:17]([O:19][C:20]3[C:29]4[C:24](=[CH:25][CH:26]=[CH:27][CH:28]=4)[CH:23]=[CH:22][CH:21]=3)[CH:18]=2)[S:5][CH:6]=1. The yield is 0.818. (2) The reactants are [N+:1]([C:4]1[CH:5]=[N:6][CH:7]=[CH:8][C:9]=1[NH2:10])([O-:3])=[O:2].CC([O-])=O.[Na+].[Br:16]Br.C([O-])(O)=O.[Na+]. The catalyst is O.C(O)(=O)C. The product is [Br:16][C:8]1[CH:7]=[N:6][CH:5]=[C:4]([N+:1]([O-:3])=[O:2])[C:9]=1[NH2:10]. The yield is 0.770. (3) The reactants are [NH2:1][CH2:2][CH2:3][CH2:4][O:5][CH2:6][CH2:7][O:8][CH2:9][CH2:10][O:11][CH2:12][CH2:13][O:14][CH2:15][CH2:16][O:17][CH2:18][CH2:19][CH2:20][NH:21][C:22]1[CH:30]=[C:29]([N:31]2[C:39]3[CH2:38][C:37]([CH3:41])([CH3:40])[CH2:36][C:35](=[O:42])[C:34]=3[C:33]([CH3:43])=[N:32]2)[CH:28]=[CH:27][C:23]=1[C:24]([NH2:26])=[O:25].[OH:44][C:45]1[CH:60]=[CH:59][C:48]([O:49][C:50]2[CH:58]=[CH:57][C:53]([C:54](O)=[O:55])=[CH:52][CH:51]=2)=[CH:47][CH:46]=1.C1C=CC2N(O)N=NC=2C=1.Cl. The catalyst is CN(C1C=CN=CC=1)C.CN(C=O)C.C(Cl)CCl. The product is [C:24]([C:23]1[CH:27]=[CH:28][C:29]([N:31]2[C:39]3[CH2:38][C:37]([CH3:40])([CH3:41])[CH2:36][C:35](=[O:42])[C:34]=3[C:33]([CH3:43])=[N:32]2)=[CH:30][C:22]=1[NH:21][CH2:20][CH2:19][CH2:18][O:17][CH2:16][CH2:15][O:14][CH2:13][CH2:12][O:11][CH2:10][CH2:9][O:8][CH2:7][CH2:6][O:5][CH2:4][CH2:3][CH2:2][NH:1][C:54](=[O:55])[C:53]1[CH:52]=[CH:51][C:50]([O:49][C:48]2[CH:59]=[CH:60][C:45]([OH:44])=[CH:46][CH:47]=2)=[CH:58][CH:57]=1)(=[O:25])[NH2:26]. The yield is 0.360.